Task: Predict the product of the given reaction.. Dataset: Forward reaction prediction with 1.9M reactions from USPTO patents (1976-2016) (1) Given the reactants Cl[C:2]1[C:11]2[C:6](=[CH:7][CH:8]=[C:9]3[S:14][C:13]([CH3:15])=[N:12][C:10]3=2)[N:5]=[C:4]([C:16]2[CH:17]=[N:18][CH:19]=[CH:20][CH:21]=2)[CH:3]=1.[CH3:22][NH2:23], predict the reaction product. The product is: [CH3:15][C:13]1[S:14][C:9]2[C:10]([N:12]=1)=[C:11]1[C:6](=[CH:7][CH:8]=2)[N:5]=[C:4]([C:16]2[CH:17]=[N:18][CH:19]=[CH:20][CH:21]=2)[CH:3]=[C:2]1[NH:23][CH3:22]. (2) Given the reactants [CH2:1]([S:3]([C:6]1[CH:7]=[C:8]([C:12]2[CH:20]=[C:19]([C:21]([NH:23][CH:24]3[CH2:29][CH2:28][N:27]([CH3:30])[CH2:26][CH2:25]3)=[O:22])[C:18]([CH3:31])=[C:17]3[C:13]=2[C:14]2[CH:35]=[C:34]([CH3:36])[CH:33]=[N:32][C:15]=2[NH:16]3)[CH:9]=[CH:10][CH:11]=1)(=[O:5])=[O:4])[CH3:2].[P:37](=[O:41])([OH:40])([OH:39])[OH:38], predict the reaction product. The product is: [CH2:1]([S:3]([C:6]1[CH:7]=[C:8]([C:12]2[CH:20]=[C:19]([C:21]([NH:23][CH:24]3[CH2:25][CH2:26][N:27]([CH3:30])[CH2:28][CH2:29]3)=[O:22])[C:18]([CH3:31])=[C:17]3[C:13]=2[C:14]2[CH:35]=[C:34]([CH3:36])[CH:33]=[N:32][C:15]=2[NH:16]3)[CH:9]=[CH:10][CH:11]=1)(=[O:4])=[O:5])[CH3:2].[P:37]([OH:41])([OH:40])([OH:39])=[O:38].[CH2:1]([S:3]([C:6]1[CH:7]=[C:8]([C:12]2[CH:20]=[C:19]([C:21]([NH:23][CH:24]3[CH2:25][CH2:26][N:27]([CH3:30])[CH2:28][CH2:29]3)=[O:22])[C:18]([CH3:31])=[C:17]3[C:13]=2[C:14]2[CH:35]=[C:34]([CH3:36])[CH:33]=[N:32][C:15]=2[NH:16]3)[CH:9]=[CH:10][CH:11]=1)(=[O:4])=[O:5])[CH3:2]. (3) Given the reactants O[CH:2]1[C:11]2[C:6](=[CH:7][CH:8]=[C:9]([C:12]#[N:13])[CH:10]=2)[NH:5][CH:4]([C:14]2[CH:19]=[CH:18][CH:17]=[C:16]([N+:20]([O-:22])=[O:21])[CH:15]=2)[C:3]1([CH3:24])[CH3:23].FC(F)(F)C(O)=O, predict the reaction product. The product is: [CH3:23][C:3]1([CH3:24])[CH2:2][C:11]2[C:6](=[CH:7][CH:8]=[C:9]([C:12]#[N:13])[CH:10]=2)[NH:5][CH:4]1[C:14]1[CH:19]=[CH:18][CH:17]=[C:16]([N+:20]([O-:22])=[O:21])[CH:15]=1. (4) Given the reactants OC(C(F)(F)F)=O.[CH3:8][O:9][C:10]1[CH:11]=[C:12]([C@@H:18]2[NH:22][C@H:21]([C:23]([OH:25])=[O:24])[CH2:20][CH2:19]2)[CH:13]=[CH:14][C:15]=1[O:16][CH3:17].CCN(C(C)C)C(C)C.[CH3:35][C:36]([O:39][C:40](O[C:40]([O:39][C:36]([CH3:38])([CH3:37])[CH3:35])=[O:41])=[O:41])([CH3:38])[CH3:37].C1COCC1, predict the reaction product. The product is: [C:36]([O:39][C:40]([N:22]1[C@@H:18]([C:12]2[CH:13]=[CH:14][C:15]([O:16][CH3:17])=[C:10]([O:9][CH3:8])[CH:11]=2)[CH2:19][CH2:20][C@H:21]1[C:23]([OH:25])=[O:24])=[O:41])([CH3:38])([CH3:37])[CH3:35].